This data is from Reaction yield outcomes from USPTO patents with 853,638 reactions. The task is: Predict the reaction yield, written as a fraction of the theoretical maximum amount of product (1.0 means a 100% yield; for example, 0.34 means a 34% yield). (1) The reactants are Cl[C:2]1[N:3]([CH2:10][C@:11]2([CH3:14])[CH2:13][O:12]2)[CH:4]=[C:5]([N+:7]([O-:9])=[O:8])[N:6]=1.[Cl:15][C:16]1[CH:21]=[CH:20][C:19]([CH2:22][CH2:23][CH2:24][O:25][CH:26]2[CH2:31][CH2:30][NH:29][CH2:28][CH2:27]2)=[CH:18][CH:17]=1.O.[H-].[Na+]. The catalyst is CN(C=O)C. The product is [Cl:15][C:16]1[CH:21]=[CH:20][C:19]([CH2:22][CH2:23][CH2:24][O:25][CH:26]2[CH2:27][CH2:28][N:29]([CH2:13][C@:11]3([CH3:14])[O:12][C:2]4=[N:6][C:5]([N+:7]([O-:9])=[O:8])=[CH:4][N:3]4[CH2:10]3)[CH2:30][CH2:31]2)=[CH:18][CH:17]=1. The yield is 0.190. (2) The reactants are [NH2:1][CH2:2][C:3]1[CH:12]=[C:11]2[C:6]([CH2:7][CH2:8][CH:9]([NH:20][C:21](=[O:27])[O:22][C:23]([CH3:26])([CH3:25])[CH3:24])[CH:10]2[CH2:13][C:14]2[CH:19]=[CH:18][CH:17]=[CH:16][CH:15]=2)=[CH:5][CH:4]=1.C(N(CC)CC)C.[CH2:35]([S:38](Cl)(=[O:40])=[O:39])[CH2:36][CH3:37]. The catalyst is ClCCl. The product is [CH2:13]([CH:10]1[C:11]2[C:6](=[CH:5][CH:4]=[C:3]([CH2:2][NH:1][S:38]([CH2:35][CH2:36][CH3:37])(=[O:40])=[O:39])[CH:12]=2)[CH2:7][CH2:8][CH:9]1[NH:20][C:21](=[O:27])[O:22][C:23]([CH3:24])([CH3:26])[CH3:25])[C:14]1[CH:15]=[CH:16][CH:17]=[CH:18][CH:19]=1. The yield is 0.810. (3) The reactants are ONC(=O)C1C=CC(OCC[N:13]2[C:19](=[O:20])[C:18]3[CH:21]=[CH:22][CH:23]=[N:24][C:17]=3[O:16][C:15]3[CH:25]=[CH:26][CH:27]=[CH:28][C:14]2=3)=CC=1.[OH-].[Na+].O. The catalyst is CN(C=O)C. The product is [N:24]1[C:17]2[O:16][C:15]3[CH:25]=[CH:26][CH:27]=[CH:28][C:14]=3[NH:13][C:19](=[O:20])[C:18]=2[CH:21]=[CH:22][CH:23]=1. The yield is 0.580. (4) The reactants are [CH3:1][C:2](C)([O-:4])C.[K+].[NH2:7][C:8]1[C:13]([C:14]#[C:15][C:16]2[CH:21]=[CH:20][C:19](NC(=O)C)=[CH:18][CH:17]=2)=[CH:12][C:11]([N+:26]([O-:28])=[O:27])=[CH:10][N:9]=1.O1CCCC1.C[N:35](C)C=O. No catalyst specified. The product is [N+:26]([C:11]1[CH:12]=[C:13]2[CH:14]=[C:15]([C:16]3[CH:17]=[C:18]([NH:35][C:2](=[O:4])[CH3:1])[CH:19]=[CH:20][CH:21]=3)[NH:7][C:8]2=[N:9][CH:10]=1)([O-:28])=[O:27]. The yield is 0.680. (5) The reactants are C([O:4][CH2:5][C:6]1[C:7]([N:37]2[CH2:49][CH2:48][N:40]3[C:41]4[CH2:42][CH2:43][CH2:44][CH2:45][C:46]=4[CH:47]=[C:39]3[C:38]2=[O:50])=[N:8][CH:9]=[CH:10][C:11]=1[C:12]1[CH:17]=[C:16]([NH:18][C:19]2[CH:24]=[N:23][C:22]([N:25]3[CH2:30][CH2:29][N:28]([CH:31]4[CH2:34][O:33][CH2:32]4)[CH2:27][CH2:26]3)=[CH:21][N:20]=2)[C:15](=[O:35])[N:14]([CH3:36])[CH:13]=1)(=O)C.[OH-].[Li+]. The catalyst is C(O)(C)C.C1COCC1.O. The product is [OH:4][CH2:5][C:6]1[C:7]([N:37]2[CH2:49][CH2:48][N:40]3[C:41]4[CH2:42][CH2:43][CH2:44][CH2:45][C:46]=4[CH:47]=[C:39]3[C:38]2=[O:50])=[N:8][CH:9]=[CH:10][C:11]=1[C:12]1[CH:17]=[C:16]([NH:18][C:19]2[CH:24]=[N:23][C:22]([N:25]3[CH2:30][CH2:29][N:28]([CH:31]4[CH2:34][O:33][CH2:32]4)[CH2:27][CH2:26]3)=[CH:21][N:20]=2)[C:15](=[O:35])[N:14]([CH3:36])[CH:13]=1. The yield is 0.710.